The task is: Predict the reactants needed to synthesize the given product.. This data is from Retrosynthesis with 50K atom-mapped reactions and 10 reaction types from USPTO. (1) Given the product CCNC(=O)Oc1cc(C[C@H](NC(=O)OC(C)(C)C)C(=O)NC(C)(C)C(=O)OC)ccc1OCc1ccccc1, predict the reactants needed to synthesize it. The reactants are: CCN=C=O.COC(=O)C(C)(C)NC(=O)[C@H](Cc1ccc(OCc2ccccc2)c(O)c1)NC(=O)OC(C)(C)C. (2) Given the product Nc1nc(CCCC(=O)O)cs1, predict the reactants needed to synthesize it. The reactants are: COC(=O)CCCc1csc(N)n1. (3) Given the product CC(C)(C)OC(=O)N1CC[C@@H](c2ccccc2)[C@H](O)C1, predict the reactants needed to synthesize it. The reactants are: CC(C)(C)OC(=O)N1CC[C@@](O)(c2ccccc2)[C@H](O)C1. (4) Given the product COC(=O)CC1CCC(c2ccc(-c3ccc(Nc4cnc(OC)c(F)c4)cn3)cc2)CC1, predict the reactants needed to synthesize it. The reactants are: COC(=O)CC1CCC(c2ccc(B3OC(C)(C)C(C)(C)O3)cc2)CC1.COc1ncc(Nc2ccc(Br)nc2)cc1F. (5) Given the product C#CCOC(=O)N1CCC(N(C)Cc2ccc(-c3ccc(S(C)(=O)=O)cc3)nc2)CC1, predict the reactants needed to synthesize it. The reactants are: C#CCOC(=O)Cl.CN(Cc1ccc(-c2ccc(S(C)(=O)=O)cc2)nc1)C1CCNCC1.